From a dataset of Reaction yield outcomes from USPTO patents with 853,638 reactions. Predict the reaction yield, written as a fraction of the theoretical maximum amount of product (1.0 means a 100% yield; for example, 0.34 means a 34% yield). The reactants are [Cl:1][C:2]1[CH:10]=[C:9]([S:11][CH3:12])[CH:8]=[C:7]([Cl:13])[C:3]=1[C:4](O)=[O:5].C(Cl)(C(Cl)=O)=O.[NH3:20]. The catalyst is C(Cl)Cl.CN(C=O)C.C1COCC1. The product is [Cl:1][C:2]1[CH:10]=[C:9]([S:11][CH3:12])[CH:8]=[C:7]([Cl:13])[C:3]=1[C:4]([NH2:20])=[O:5]. The yield is 0.750.